From a dataset of Catalyst prediction with 721,799 reactions and 888 catalyst types from USPTO. Predict which catalyst facilitates the given reaction. (1) Reactant: [F:1][C:2]1[CH:3]=[CH:4][C:5]2[O:10][C:9]([C:11]([OH:13])=[O:12])=[CH:8][C:7](=O)[C:6]=2[CH:15]=1. Product: [F:1][C:2]1[CH:3]=[CH:4][C:5]2[O:10][CH:9]([C:11]([OH:13])=[O:12])[CH2:8][CH2:7][C:6]=2[CH:15]=1. The catalyst class is: 331. (2) Reactant: [CH3:1][S:2][CH2:3][CH2:4][C:5]1[NH:9][N:8]=[C:7]([C:10]2[CH:15]=[CH:14][CH:13]=[CH:12][CH:11]=2)[CH:6]=1.[Br:16]N1C(=O)CCC1=O. Product: [Br:16][C:6]1[C:7]([C:10]2[CH:15]=[CH:14][CH:13]=[CH:12][CH:11]=2)=[N:8][NH:9][C:5]=1[CH2:4][CH2:3][S:2][CH3:1]. The catalyst class is: 5.